From a dataset of Forward reaction prediction with 1.9M reactions from USPTO patents (1976-2016). Predict the product of the given reaction. (1) Given the reactants Br[C:2]1[CH:11]=[CH:10][C:9]2[N:8]=[C:7]([NH2:12])[C:6]3[N:13]=[C:14]([CH2:16][CH2:17][CH3:18])[S:15][C:5]=3[C:4]=2[CH:3]=1.[OH:19][CH2:20][C:21]1[CH:26]=[CH:25][CH:24]=[CH:23][C:22]=1B(O)O, predict the reaction product. The product is: [NH2:12][C:7]1[C:6]2[N:13]=[C:14]([CH2:16][CH2:17][CH3:18])[S:15][C:5]=2[C:4]2[CH:3]=[C:2]([C:22]3[CH:23]=[CH:24][CH:25]=[CH:26][C:21]=3[CH2:20][OH:19])[CH:11]=[CH:10][C:9]=2[N:8]=1. (2) Given the reactants [O:1]1[C:5]([C:6]2[CH:11]=[CH:10][CH:9]=[CH:8][N:7]=2)=[CH:4][N:3]=[CH:2]1.[Li]CCCC.[C:17](Cl)(=[O:27])[CH2:18][CH2:19][CH2:20][CH2:21][CH2:22][CH2:23][CH2:24][CH2:25][CH3:26], predict the reaction product. The product is: [N:7]1[CH:8]=[CH:9][CH:10]=[CH:11][C:6]=1[C:5]1[O:1][C:2]([C:17](=[O:27])[CH2:18][CH2:19][CH2:20][CH2:21][CH2:22][CH2:23][CH2:24][CH2:25][CH3:26])=[N:3][CH:4]=1. (3) Given the reactants C([N:4]1[CH:8]=[CH:7][N:6]=[C:5]1[C:9]1[S:13][C:12]([C:14]2[C:15]([CH3:23])=[N:16][N:17]3[CH:22]=[CH:21][CH:20]=[CH:19][C:18]=23)=[CH:11][C:10]=1[C:24]1[CH:29]=[CH:28][C:27]([Cl:30])=[CH:26][C:25]=1[Cl:31])C=C.C(O)(=O)C.C1([SiH3])C=CC=CC=1, predict the reaction product. The product is: [Cl:31][C:25]1[CH:26]=[C:27]([Cl:30])[CH:28]=[CH:29][C:24]=1[C:10]1[CH:11]=[C:12]([C:14]2[C:15]([CH3:23])=[N:16][N:17]3[CH:22]=[CH:21][CH:20]=[CH:19][C:18]=23)[S:13][C:9]=1[C:5]1[NH:4][CH:8]=[CH:7][N:6]=1. (4) The product is: [C:1]([N:4]1[CH2:7][CH:6]([N:8]2[CH2:13][CH2:12][N:11]([C:14]3[C:15]([Cl:47])=[C:16]([NH:22][C:23]4[N:28]=[C:27]([NH:29][CH:39]5[CH2:40][CH2:41]5)[C:26]5=[N:42][CH:43]=[C:44]([C:45]#[N:46])[N:25]5[N:24]=4)[CH:17]=[C:18]([C:20]#[N:21])[CH:19]=3)[CH2:10][CH2:9]2)[CH2:5]1)(=[O:3])[CH3:2]. Given the reactants [C:1]([N:4]1[CH2:7][CH:6]([N:8]2[CH2:13][CH2:12][N:11]([C:14]3[C:15]([Cl:47])=[C:16]([NH:22][C:23]4[N:28]=[C:27]([N:29]([CH:39]5[CH2:41][CH2:40]5)CC5C=CC(OC)=CC=5)[C:26]5=[N:42][CH:43]=[C:44]([C:45]#[N:46])[N:25]5[N:24]=4)[CH:17]=[C:18]([C:20]#[N:21])[CH:19]=3)[CH2:10][CH2:9]2)[CH2:5]1)(=[O:3])[CH3:2].C1(OC)C=CC=CC=1.C(O)(C(F)(F)F)=O, predict the reaction product. (5) Given the reactants Br[C:2]1[CH:3]=[N:4][CH:5]=[C:6]([CH:11]=1)[C:7]([O:9][CH3:10])=[O:8].[F:12][C:13]([F:25])([F:24])[O:14][C:15]1[CH:16]=[C:17](B(O)O)[CH:18]=[CH:19][CH:20]=1, predict the reaction product. The product is: [F:12][C:13]([F:24])([F:25])[O:14][C:15]1[CH:20]=[C:19]([C:2]2[CH:11]=[C:6]([C:7]([O:9][CH3:10])=[O:8])[CH:5]=[N:4][CH:3]=2)[CH:18]=[CH:17][CH:16]=1. (6) The product is: [O:26]=[C:20]1[CH:19]([N:18]2[C:12](=[O:14])[C:5]3[C:6](=[CH:10][CH:11]=[C:3]([O:2][CH3:1])[C:4]=3[N+:15]([O-:17])=[O:16])[C:7]2=[O:9])[CH2:24][CH2:23][C:22](=[O:25])[NH:21]1. Given the reactants [CH3:1][O:2][C:3]1[C:4]([N+:15]([O-:17])=[O:16])=[C:5]([C:12]([OH:14])=O)[C:6](=[CH:10][CH:11]=1)[C:7]([OH:9])=O.[NH2:18][CH:19]1[CH2:24][CH2:23][C:22](=[O:25])[NH:21][C:20]1=[O:26], predict the reaction product. (7) Given the reactants N[C@H](C(O)=O)C(C)C.[OH-].[Na+].[CH3:11][S:12]([O-:14])=[O:13].[Na+].Br[C:17]1[CH:18]=[C:19]([C:29]([NH:31][CH2:32][C:33]2[C:34](=[O:41])[NH:35][C:36]([CH3:40])=[CH:37][C:38]=2[CH3:39])=[O:30])[C:20]2[CH:21]=[N:22][N:23]([CH:26]([CH3:28])[CH3:27])[C:24]=2[CH:25]=1, predict the reaction product. The product is: [CH3:39][C:38]1[CH:37]=[C:36]([CH3:40])[NH:35][C:34](=[O:41])[C:33]=1[CH2:32][NH:31][C:29]([C:19]1[C:20]2[CH:21]=[N:22][N:23]([CH:26]([CH3:28])[CH3:27])[C:24]=2[CH:25]=[C:17]([S:12]([CH3:11])(=[O:14])=[O:13])[CH:18]=1)=[O:30]. (8) The product is: [F:1]/[C:2](/[C:17]1[CH:21]=[C:20]([CH3:22])[N:19]([CH2:23][C:24]2[CH:25]=[C:26]([C:27]([N:37]3[CH2:38][CH2:39][CH:34]([OH:33])[CH2:35][CH2:36]3)=[O:29])[CH:30]=[CH:31][CH:32]=2)[N:18]=1)=[CH:3]\[C:4]1[CH:5]=[CH:6][C:7]([C:10]2([C:13]([F:16])([F:15])[F:14])[CH2:11][CH2:12]2)=[CH:8][CH:9]=1. Given the reactants [F:1]/[C:2](/[C:17]1[CH:21]=[C:20]([CH3:22])[N:19]([CH2:23][C:24]2[CH:25]=[C:26]([CH:30]=[CH:31][CH:32]=2)[C:27]([OH:29])=O)[N:18]=1)=[CH:3]\[C:4]1[CH:9]=[CH:8][C:7]([C:10]2([C:13]([F:16])([F:15])[F:14])[CH2:12][CH2:11]2)=[CH:6][CH:5]=1.[OH:33][CH:34]1[CH2:39][CH2:38][NH:37][CH2:36][CH2:35]1, predict the reaction product. (9) The product is: [N:12]1[CH:13]=[CH:14][C:9]([CH2:8][C:7]2[CH:6]=[CH:5][C:4]([NH2:1])=[CH:16][CH:15]=2)=[CH:10][CH:11]=1. Given the reactants [N+:1]([C:4]1[CH:16]=[CH:15][C:7]([CH2:8][C:9]2[CH:14]=[CH:13][N:12]=[CH:11][CH:10]=2)=[CH:6][CH:5]=1)([O-])=O, predict the reaction product.